Dataset: hERG Central: cardiac toxicity at 1µM, 10µM, and general inhibition. Task: Predict hERG channel inhibition at various concentrations. (1) The compound is CN(C)CCCNc1oc(-c2ccccc2Cl)nc1S(=O)(=O)c1ccc(F)cc1. Results: hERG_inhib (hERG inhibition (general)): blocker. (2) The molecule is Nc1c2c(nc3ccn(Cc4ccccc4)c(=O)c13)CCC2. Results: hERG_inhib (hERG inhibition (general)): blocker. (3) The drug is O=C(NC1CC2CCCC(C1)N2Cc1ccccc1)c1cccc(Cl)c1. Results: hERG_inhib (hERG inhibition (general)): blocker. (4) The molecule is COc1ccc(N2CCN(C(=O)CCNS(=O)(=O)c3ccc(Br)s3)CC2)cc1. Results: hERG_inhib (hERG inhibition (general)): blocker. (5) The compound is Cc1cc(C)n(CCCN2CCC(C(=O)Nc3cccc(-c4cccc(F)c4)c3)CC2)n1. Results: hERG_inhib (hERG inhibition (general)): blocker. (6) The drug is C=CCn1c(SCC(=O)N2CCN(c3ccc(F)cc3)CC2)nnc1-c1ccco1. Results: hERG_inhib (hERG inhibition (general)): blocker. (7) The compound is CCN1C(=O)C(CC(=O)Nc2ccc(F)cc2)N(CCCN2CCN(c3ccc(F)cc3)CC2)C1=S. Results: hERG_inhib (hERG inhibition (general)): blocker. (8) The drug is COc1ccccc1N1CCN(C(=O)c2cccc(S(=O)(=O)N3CCCCCC3)c2)CC1. Results: hERG_inhib (hERG inhibition (general)): blocker. (9) The compound is O=C(Nc1ccc(CN2CCCCC2)cc1)c1cccc(Br)c1. Results: hERG_inhib (hERG inhibition (general)): blocker. (10) The molecule is CCOCCn1c(COc2ccc(C)cc2)nc2ccccc21. Results: hERG_inhib (hERG inhibition (general)): blocker.